From a dataset of Full USPTO retrosynthesis dataset with 1.9M reactions from patents (1976-2016). Predict the reactants needed to synthesize the given product. (1) The reactants are: [O:1]1[C:6]2[CH:7]=[CH:8][CH:9]=[CH:10][C:5]=2[NH:4][C:3](=[O:11])[CH2:2]1.Br[CH2:13][C@@H:14]([CH3:24])[CH2:15][O:16][Si:17]([C:20]([CH3:23])([CH3:22])[CH3:21])([CH3:19])[CH3:18].C([O-])([O-])=O.[Cs+].[Cs+]. Given the product [Si:17]([O:16][CH2:15][C@H:14]([CH3:24])[CH2:13][N:4]1[C:5]2[CH:10]=[CH:9][CH:8]=[CH:7][C:6]=2[O:1][CH2:2][C:3]1=[O:11])([C:20]([CH3:21])([CH3:22])[CH3:23])([CH3:18])[CH3:19], predict the reactants needed to synthesize it. (2) Given the product [Cl:1][C:2]1[CH:9]=[C:8]([N:10]([CH2:16][C:17]2[CH:22]=[CH:21][CH:20]=[CH:19][C:18]=2[Cl:23])[C@H:11]2[CH2:15][CH2:14][N:13]([S:31]([C:26]3[CH:27]=[CH:28][CH:29]=[CH:30][C:25]=3[F:24])(=[O:33])=[O:32])[CH2:12]2)[CH:7]=[CH:6][C:3]=1[C:4]#[N:5], predict the reactants needed to synthesize it. The reactants are: [Cl:1][C:2]1[CH:9]=[C:8]([N:10]([CH2:16][C:17]2[CH:22]=[CH:21][CH:20]=[CH:19][C:18]=2[Cl:23])[C@H:11]2[CH2:15][CH2:14][NH:13][CH2:12]2)[CH:7]=[CH:6][C:3]=1[C:4]#[N:5].[F:24][C:25]1[CH:30]=[CH:29][CH:28]=[CH:27][C:26]=1[S:31](Cl)(=[O:33])=[O:32]. (3) Given the product [C:2]1([NH:8][CH:9]([C:13]2[S:14][CH:15]=[CH:16][CH:17]=2)[C:10]([O:12][C@@H:45]2[CH:46]3[CH2:49][CH2:50][N:43]([CH2:48][CH2:47]3)[CH2:44]2)=[O:11])[CH:3]=[CH:4][CH:5]=[CH:6][CH:7]=1, predict the reactants needed to synthesize it. The reactants are: Cl.[C:2]1([NH:8][CH:9]([C:13]2[S:14][CH:15]=[CH:16][CH:17]=2)[C:10]([OH:12])=[O:11])[CH:7]=[CH:6][CH:5]=[CH:4][CH:3]=1.C1CCC(N=C=NC2CCCCC2)CC1.C1C=CC2N(O)N=NC=2C=1.[N:43]12[CH2:50][CH2:49][CH:46]([CH2:47][CH2:48]1)[C@@H:45](O)[CH2:44]2. (4) Given the product [CH3:1][C:2]1[O:3][C:4]2[CH:10]=[C:9]([C:11](=[O:13])[NH:25][C:24]3[CH:41]=[CH:26][C:27]([C:30]([O:32][CH3:33])=[O:31])=[CH:28][CH:29]=3)[CH:8]=[C:7]([O:14][CH2:15][C:16]3[CH:21]=[CH:20][CH:19]=[CH:18][C:17]=3[F:22])[C:5]=2[CH:6]=1, predict the reactants needed to synthesize it. The reactants are: [CH3:1][C:2]1[O:3][C:4]2[CH:10]=[C:9]([C:11]([OH:13])=O)[CH:8]=[C:7]([O:14][CH2:15][C:16]3[CH:21]=[CH:20][CH:19]=[CH:18][C:17]=3[F:22])[C:5]=2[CH:6]=1.N[C:24]1[CH:29]=[CH:28][C:27]([C:30]([O:32][CH3:33])=[O:31])=[CH:26][N:25]=1.P(Cl)(Cl)(Cl)=O.O.N1C=CC=C[CH:41]=1. (5) Given the product [Cl:1][C:2]1[N:7]=[C:6]2[N:8]([CH2:11][O:12][CH2:13][CH2:14][Si:15]([CH3:17])([CH3:18])[CH3:16])[CH:9]=[CH:10][C:5]2=[C:4]([CH2:19][C:24]2[CH:29]=[CH:28][C:27]([N+:30]([O-:32])=[O:31])=[CH:26][C:25]=2[F:33])[CH:3]=1, predict the reactants needed to synthesize it. The reactants are: [Cl:1][C:2]1[N:7]=[C:6]2[N:8]([CH2:11][O:12][CH2:13][CH2:14][Si:15]([CH3:18])([CH3:17])[CH3:16])[CH:9]=[CH:10][C:5]2=[C:4]([CH:19]([C:24]2[CH:29]=[CH:28][C:27]([N+:30]([O-:32])=[O:31])=[CH:26][C:25]=2[F:33])C(OC)=O)[CH:3]=1.[OH-].[Li+]. (6) Given the product [N:20]1[CH:25]=[CH:24][C:23]([C:2]2[CH:3]=[C:4]([CH:7]=[C:8]([C:10]([F:13])([F:12])[F:11])[CH:9]=2)[CH:5]=[O:6])=[CH:22][CH:21]=1, predict the reactants needed to synthesize it. The reactants are: Br[C:2]1[CH:3]=[C:4]([CH:7]=[C:8]([C:10]([F:13])([F:12])[F:11])[CH:9]=1)[CH:5]=[O:6].C(=O)([O-])[O-].[Na+].[Na+].[N:20]1[CH:25]=[CH:24][C:23](B(O)O)=[CH:22][CH:21]=1. (7) Given the product [C:12](=[N:25][NH:26][C:2]1[CH:11]=[CH:10][CH:9]=[C:8]2[C:3]=1[CH:4]=[CH:5][N:6]=[CH:7]2)([C:19]1[CH:20]=[CH:21][CH:22]=[CH:23][CH:24]=1)[C:13]1[CH:18]=[CH:17][CH:16]=[CH:15][CH:14]=1, predict the reactants needed to synthesize it. The reactants are: Br[C:2]1[CH:11]=[CH:10][CH:9]=[C:8]2[C:3]=1[CH:4]=[CH:5][N:6]=[CH:7]2.[C:12](=[N:25][NH2:26])([C:19]1[CH:24]=[CH:23][CH:22]=[CH:21][CH:20]=1)[C:13]1[CH:18]=[CH:17][CH:16]=[CH:15][CH:14]=1.C1C=CC(P(C2C(C3C(P(C4C=CC=CC=4)C4C=CC=CC=4)=CC=C4C=3C=CC=C4)=C3C(C=CC=C3)=CC=2)C2C=CC=CC=2)=CC=1.CC(C)([O-])C.[Na+]. (8) Given the product [ClH:33].[O:1]1[C:10]2[C:5](=[N:6][CH:7]=[CH:8][CH:9]=2)[O:4][C@@H:3]([CH2:11][NH:12][CH2:22][C:19]2[CH:18]=[CH:17][C:16]([C@H:15]([NH:24][S:25]([CH3:28])(=[O:27])=[O:26])[C:14]([F:29])([F:30])[F:13])=[CH:21][CH:20]=2)[CH2:2]1, predict the reactants needed to synthesize it. The reactants are: [O:1]1[C:10]2[C:5](=[N:6][CH:7]=[CH:8][CH:9]=2)[O:4][C@@H:3]([CH2:11][NH2:12])[CH2:2]1.[F:13][C:14]([F:30])([F:29])[C@@H:15]([NH:24][S:25]([CH3:28])(=[O:27])=[O:26])[C:16]1[CH:21]=[CH:20][C:19]([CH:22]=O)=[CH:18][CH:17]=1.[BH4-].[Na+].[ClH:33]. (9) The reactants are: IC1C=CC=CC=1[NH2:4].C(N(CC)CC)C.[F:16][C:17]([F:28])([F:27])[C:18]1[CH:26]=[CH:25][CH:24]=[CH:23][C:19]=1[C:20](Cl)=[O:21]. Given the product [F:16][C:17]([F:28])([F:27])[C:18]1[CH:26]=[CH:25][CH:24]=[CH:23][C:19]=1[C:20]([NH2:4])=[O:21], predict the reactants needed to synthesize it.